The task is: Predict which catalyst facilitates the given reaction.. This data is from Catalyst prediction with 721,799 reactions and 888 catalyst types from USPTO. (1) Reactant: [CH3:1][C:2]1[CH:3]=[N:4][NH:5][CH:6]=1.[CH3:7][N:8]([CH3:13])[S:9](Cl)(=[O:11])=[O:10].C(N(CC)CC)C. Product: [CH3:7][N:8]([CH3:13])[S:9]([N:4]1[CH:3]=[C:2]([CH3:1])[CH:6]=[N:5]1)(=[O:11])=[O:10]. The catalyst class is: 2. (2) Reactant: [Li]CCCC.Br[C:7]1[CH:16]=[CH:15][C:10]([CH2:11][N:12]([CH3:14])[CH3:13])=[CH:9][CH:8]=1.[O:17]=[C:18]1[CH2:23][CH2:22][N:21]([C:24]([O:26][C:27]([CH3:30])([CH3:29])[CH3:28])=[O:25])[CH2:20][CH2:19]1.CCOCC. Product: [CH3:13][N:12]([CH2:11][C:10]1[CH:15]=[CH:16][C:7]([C:18]2([OH:17])[CH2:19][CH2:20][N:21]([C:24]([O:26][C:27]([CH3:29])([CH3:28])[CH3:30])=[O:25])[CH2:22][CH2:23]2)=[CH:8][CH:9]=1)[CH3:14]. The catalyst class is: 1.